Dataset: Cav3 T-type calcium channel HTS with 100,875 compounds. Task: Binary Classification. Given a drug SMILES string, predict its activity (active/inactive) in a high-throughput screening assay against a specified biological target. (1) The molecule is S(CC(=O)Nc1noc(c1)C)c1oc(nn1)c1c(occ1)C. The result is 0 (inactive). (2) The compound is Clc1cc(c(OCCCC)cc1)CSc1n(N)c(nn1)CC. The result is 0 (inactive). (3) The molecule is O=C(Nc1ccccc1)C1CCN(CC1)c1n2ncnc2nc(c1CC)C. The result is 0 (inactive). (4) The drug is O1CCN(CC(C(O)c2ccc(OCC)cc2)c2ccccc2)CC1. The result is 0 (inactive). (5) The compound is O=C(NC1CC2NC(C1)CC2)C. The result is 0 (inactive). (6) The molecule is O=C(Nc1cc(ccc1)C)C(=O)NCc1ncccc1. The result is 0 (inactive).